Dataset: Full USPTO retrosynthesis dataset with 1.9M reactions from patents (1976-2016). Task: Predict the reactants needed to synthesize the given product. (1) Given the product [NH2:2][C:17]([CH3:18])([CH2:16][CH2:15][O:14][CH2:7][C:8]1[CH:13]=[CH:12][CH:11]=[CH:10][CH:9]=1)[C:4]#[N:3], predict the reactants needed to synthesize it. The reactants are: [Cl-].[NH4+:2].[NH3:3].[C-:4]#N.[Na+].[CH2:7]([O:14][CH2:15][CH2:16][C:17](=O)[CH3:18])[C:8]1[CH:13]=[CH:12][CH:11]=[CH:10][CH:9]=1. (2) Given the product [I:7][C:8]1[CH:13]=[CH:12][C:11]([S:14]([NH:6][C:2]([CH3:3])([C:4]#[CH:5])[CH3:1])(=[O:16])=[O:15])=[CH:10][CH:9]=1, predict the reactants needed to synthesize it. The reactants are: [CH3:1][C:2]([NH2:6])([C:4]#[CH:5])[CH3:3].[I:7][C:8]1[CH:13]=[CH:12][C:11]([S:14](Cl)(=[O:16])=[O:15])=[CH:10][CH:9]=1. (3) Given the product [F:15][C:4]1[CH:3]=[N:2][N:1]([C:6]2[CH:11]=[CH:10][C:9]([CH2:12][OH:13])=[CH:8][CH:7]=2)[CH:5]=1, predict the reactants needed to synthesize it. The reactants are: [N:1]1([C:6]2[CH:11]=[CH:10][C:9]([CH2:12][OH:13])=[CH:8][CH:7]=2)[CH:5]=[CH:4][CH:3]=[N:2]1.[B-](F)(F)(F)[F:15].[B-](F)(F)(F)F.C1[N+]2(CCl)CC[N+](F)(CC2)C1. (4) Given the product [CH2:1]([O:3][C:4](=[O:28])[CH2:5][C:6]1[CH:11]=[CH:10][C:9]([O:12][CH3:13])=[C:8]([O:14][C:15]2[CH:20]=[CH:19][C:18]([NH:21][C:34](=[O:35])[C:33]3[CH:37]=[CH:38][C:30]([F:29])=[CH:31][CH:32]=3)=[CH:17][C:16]=2[CH2:22][S:23][C:24]([CH3:27])([CH3:26])[CH3:25])[CH:7]=1)[CH3:2], predict the reactants needed to synthesize it. The reactants are: [CH2:1]([O:3][C:4](=[O:28])[CH2:5][C:6]1[CH:11]=[CH:10][C:9]([O:12][CH3:13])=[C:8]([O:14][C:15]2[CH:20]=[CH:19][C:18]([NH2:21])=[CH:17][C:16]=2[CH2:22][S:23][C:24]([CH3:27])([CH3:26])[CH3:25])[CH:7]=1)[CH3:2].[F:29][C:30]1[CH:38]=[CH:37][C:33]([C:34](Cl)=[O:35])=[CH:32][CH:31]=1. (5) Given the product [CH:23]1([CH2:26][N:27]([CH3:28])[CH2:6][CH2:7][N:8]2[CH:12]=[C:11]([C:13]3[CH:18]=[C:17]([C:19]([OH:21])=[O:20])[CH:16]=[CH:15][N:14]=3)[N:10]=[CH:9]2)[CH2:25][CH2:24]1, predict the reactants needed to synthesize it. The reactants are: CS(O[CH2:6][CH2:7][N:8]1[CH:12]=[C:11]([C:13]2[CH:18]=[C:17]([C:19]([O:21]C)=[O:20])[CH:16]=[CH:15][N:14]=2)[N:10]=[CH:9]1)(=O)=O.[CH:23]1([CH2:26][NH:27][CH3:28])[CH2:25][CH2:24]1. (6) Given the product [C:1]([NH:4][CH2:5][C@@H:6]1[CH2:10][CH2:9][NH:8][C@@H:7]1[C:19]([NH2:21])=[O:20])(=[O:3])[CH3:2], predict the reactants needed to synthesize it. The reactants are: [C:1]([NH:4][CH2:5][C@@H:6]1[CH2:10][CH2:9][N:8]([C@H](C2C=CC=CC=2)C)[C@@H:7]1[C:19]([NH2:21])=[O:20])(=[O:3])[CH3:2]. (7) Given the product [Cl:1][C:2]1[CH:8]=[C:7]([O:9][C:10]2[C:11]3[N:18]([CH3:19])[CH:17]=[CH:16][C:12]=3[N:13]=[CH:14][N:15]=2)[CH:6]=[CH:5][C:3]=1[NH:4][C:27]([NH:36][C:37]1[CH:38]=[C:39]([CH:44]=[C:45]([C:47]([F:48])([F:49])[F:50])[CH:46]=1)[C:40]([O:42][CH3:43])=[O:41])=[O:28], predict the reactants needed to synthesize it. The reactants are: [Cl:1][C:2]1[CH:8]=[C:7]([O:9][C:10]2[C:11]3[N:18]([CH3:19])[CH:17]=[CH:16][C:12]=3[N:13]=[CH:14][N:15]=2)[CH:6]=[CH:5][C:3]=1[NH2:4].N1C=CC=CC=1.Cl[C:27](OC1C=CC=CC=1)=[O:28].[NH2:36][C:37]1[CH:38]=[C:39]([CH:44]=[C:45]([C:47]([F:50])([F:49])[F:48])[CH:46]=1)[C:40]([O:42][CH3:43])=[O:41].